Dataset: Full USPTO retrosynthesis dataset with 1.9M reactions from patents (1976-2016). Task: Predict the reactants needed to synthesize the given product. (1) Given the product [C:17]([C:14]1[CH:15]=[CH:16][C:11]([NH:10][C:25](=[O:26])[C@H:24]([OH:23])[C@H:28]2[O:33][CH2:32][CH2:31][N:30]([C:34]3[CH:35]=[CH:36][C:37]([CH3:40])=[CH:38][CH:39]=3)[C:29]2=[O:41])=[C:12]([S:19](=[O:20])(=[O:21])[NH2:22])[CH:13]=1)#[N:18], predict the reactants needed to synthesize it. The reactants are: N1C=CN=C1.S(Cl)(Cl)=O.[NH2:10][C:11]1[CH:16]=[CH:15][C:14]([C:17]#[N:18])=[CH:13][C:12]=1[S:19]([NH2:22])(=[O:21])=[O:20].[OH:23][C@H:24]([C@H:28]1[O:33][CH2:32][CH2:31][N:30]([C:34]2[CH:39]=[CH:38][C:37]([CH3:40])=[CH:36][CH:35]=2)[C:29]1=[O:41])[C:25](O)=[O:26].N1C=CN=N1. (2) Given the product [CH2:21]([O:23][CH:24]([O:28][CH2:29][CH3:30])[C:25]([NH2:27])=[S:2])[CH3:22], predict the reactants needed to synthesize it. The reactants are: P12(SP3(SP(SP(S3)(S1)=S)(=S)S2)=S)=[S:2].C([O-])([O-])=O.[Na+].[Na+].[CH2:21]([O:23][CH:24]([O:28][CH2:29][CH3:30])[C:25]([NH2:27])=O)[CH3:22].